From a dataset of Catalyst prediction with 721,799 reactions and 888 catalyst types from USPTO. Predict which catalyst facilitates the given reaction. (1) Reactant: [Li+].CC([N-]C(C)C)C.[CH3:9][C:10]1[CH:11]=[C:12]([NH:21][C:22]2[N:27]=[C:26]([C:28]([F:31])([F:30])[F:29])[CH:25]=[CH:24][N:23]=2)[CH:13]=[C:14]([C:16]2[S:20][CH:19]=[N:18][CH:17]=2)[CH:15]=1.[CH:32]([CH:34]1[CH2:39][CH2:38][CH:37]([C:40]([O:42][CH3:43])=[O:41])[CH2:36][CH2:35]1)=[O:33]. Product: [OH:33][CH:32]([C:19]1[S:20][C:16]([C:14]2[CH:13]=[C:12]([NH:21][C:22]3[N:27]=[C:26]([C:28]([F:29])([F:31])[F:30])[CH:25]=[CH:24][N:23]=3)[CH:11]=[C:10]([CH3:9])[CH:15]=2)=[CH:17][N:18]=1)[CH:34]1[CH2:35][CH2:36][CH:37]([C:40]([O:42][CH3:43])=[O:41])[CH2:38][CH2:39]1. The catalyst class is: 299. (2) Reactant: [Cl:1][C:2]1[N:3]=[C:4](Cl)[C:5]2[CH:10]=[CH:9][NH:8][C:6]=2[N:7]=1.[CH3:12][O-:13].[Na+]. Product: [Cl:1][C:2]1[N:3]=[C:4]([O:13][CH3:12])[C:5]2[CH:10]=[CH:9][NH:8][C:6]=2[N:7]=1. The catalyst class is: 5. (3) Reactant: C([N:8]1[CH2:17][CH2:16][C:15]2[N:14]=[C:13]([CH:18]3[CH2:20][CH2:19]3)[CH:12]=[CH:11][C:10]=2[CH2:9]1)C1C=CC=CC=1.[Cl:21]C(OC(Cl)C)=O. Product: [ClH:21].[CH:18]1([C:13]2[CH:12]=[CH:11][C:10]3[CH2:9][NH:8][CH2:17][CH2:16][C:15]=3[N:14]=2)[CH2:20][CH2:19]1. The catalyst class is: 11. (4) Reactant: [CH2:1]([C:3]1[CH:12]=[CH:11][C:6]2[N:7]=[C:8]([NH2:10])[S:9][C:5]=2[CH:4]=1)[CH3:2].[H-].[Na+].[F:15][C:16]1[N:21]=[C:20](F)[CH:19]=[C:18]([CH2:23][C:24]2[CH:29]=[CH:28][CH:27]=[CH:26][CH:25]=2)[N:17]=1.[Cl-].[NH4+]. Product: [CH2:1]([C:3]1[CH:12]=[CH:11][C:6]2[N:7]=[C:8]([NH:10][C:20]3[CH:19]=[C:18]([CH2:23][C:24]4[CH:29]=[CH:28][CH:27]=[CH:26][CH:25]=4)[N:17]=[C:16]([F:15])[N:21]=3)[S:9][C:5]=2[CH:4]=1)[CH3:2]. The catalyst class is: 54. (5) Reactant: C(OC(=O)[NH:7][C:8]1[CH:13]=[CH:12][C:11]([CH2:14][N:15]2[CH2:20][CH2:19][N:18]([CH3:21])[CH2:17][C:16]2([CH3:23])[CH3:22])=[CH:10][N:9]=1)(C)(C)C.Cl. Product: [CH3:22][C:16]1([CH3:23])[CH2:17][N:18]([CH3:21])[CH2:19][CH2:20][N:15]1[CH2:14][C:11]1[CH:12]=[CH:13][C:8]([NH2:7])=[N:9][CH:10]=1. The catalyst class is: 169. (6) Reactant: [Si]([O:8][C@H:9]1[CH2:13][C:12](=[O:14])[N:11]([C:15]2[CH:22]=[CH:21][C:18]([C:19]#[N:20])=[C:17]([F:23])[C:16]=2[CH3:24])[C@H:10]1[CH3:25])(C(C)(C)C)(C)C.[F-].C([N+](CCCC)(CCCC)CCCC)CCC.C1COCC1.O. Product: [F:23][C:17]1[C:16]([CH3:24])=[C:15]([N:11]2[C:12](=[O:14])[CH2:13][C@H:9]([OH:8])[C@@H:10]2[CH3:25])[CH:22]=[CH:21][C:18]=1[C:19]#[N:20]. The catalyst class is: 1. (7) Reactant: [Cl:1][C:2]1[CH:3]=[C:4]([C:8]2[C:13]([O:14][CH3:15])=[CH:12][CH:11]=[C:10]([CH2:16]O)[C:9]=2[F:18])[CH:5]=[CH:6][CH:7]=1.C1C=CC(P(C2C=CC=CC=2)C2C=CC=CC=2)=CC=1.C1C(=O)N([Br:45])C(=O)C1. Product: [Br:45][CH2:16][C:10]1[C:9]([F:18])=[C:8]([C:4]2[CH:5]=[CH:6][CH:7]=[C:2]([Cl:1])[CH:3]=2)[C:13]([O:14][CH3:15])=[CH:12][CH:11]=1. The catalyst class is: 4. (8) Reactant: [C:1]1([C:7]([OH:9])=[O:8])([C:4](O)=[O:5])[CH2:3][CH2:2]1.S(Cl)(Cl)=O.[F:14][C:15]1[CH:21]=[C:20]([F:22])[CH:19]=[CH:18][C:16]=1[NH2:17].[OH-].[Na+]. Product: [F:14][C:15]1[CH:21]=[C:20]([F:22])[CH:19]=[CH:18][C:16]=1[NH:17][C:4]([C:1]1([C:7]([OH:9])=[O:8])[CH2:3][CH2:2]1)=[O:5]. The catalyst class is: 571. (9) Reactant: [F:1][C:2]([F:7])([F:6])[C:3]([OH:5])=[O:4].N1CC[CH2:33][C@H:9]1[C:10](NCCCNC1C2C(=O)C3C(=CC=CC=3)C(=O)C=2C=CC=1)=O.FC(F)(F)C(O)=O.[NH2:43][C@H:44]([C:49]([N:51]1[CH2:78][CH2:77][CH2:76][C@@H:52]1[C:53]([NH:55][CH2:56][CH2:57][CH2:58][NH:59][C:60]1[C:73]2[C:72](=[O:74])[C:71]3[C:66](=[CH:67][CH:68]=[CH:69][CH:70]=3)[C:65](=[O:75])[C:64]=2[CH:63]=[CH:62][CH:61]=1)=[O:54])=[O:50])[CH2:45][CH:46]([CH3:48])[CH3:47]. Product: [F:1][C:2]([F:7])([F:6])[C:3]([OH:5])=[O:4].[NH2:43][C@H:44]([C:49]([N:51]1[CH2:78][CH2:77][CH2:76][C@H:52]1[C:53]([NH:55][CH2:56][CH2:57][CH2:58][NH:59][C:60]1[C:73]2[C:72](=[O:74])[C:71]3[C:66](=[CH:67][CH:68]=[CH:69][CH:70]=3)[C:65](=[O:75])[C:64]=2[CH:63]=[CH:62][CH:61]=1)=[O:54])=[O:50])[CH2:45][C:46]1[CH:47]=[CH:33][CH:9]=[CH:10][CH:48]=1. The catalyst class is: 531. (10) Reactant: [CH3:1][O:2][C:3]([C@H:5]1[N:9]2[C:10](=[O:32])[C:11]([NH2:31])=[C:12]([CH2:20][C:21]3[C:30]4[C:25](=[CH:26][CH:27]=[CH:28][CH:29]=4)[CH:24]=[CH:23][CH:22]=3)[C:13]([C:14]3[CH:19]=[CH:18][CH:17]=[CH:16][CH:15]=3)=[C:8]2[S:7][CH2:6]1)=[O:4].[C:33](Cl)(=[O:37])[CH:34]([CH3:36])[CH3:35].C(Cl)Cl. Product: [CH3:1][O:2][C:3]([C@H:5]1[N:9]2[C:10](=[O:32])[C:11]([NH:31][C:33](=[O:37])[CH:34]([CH3:36])[CH3:35])=[C:12]([CH2:20][C:21]3[C:30]4[C:25](=[CH:26][CH:27]=[CH:28][CH:29]=4)[CH:24]=[CH:23][CH:22]=3)[C:13]([C:14]3[CH:15]=[CH:16][CH:17]=[CH:18][CH:19]=3)=[C:8]2[S:7][CH2:6]1)=[O:4]. The catalyst class is: 17.